Dataset: Buchwald-Hartwig C-N cross coupling reaction yields with 55,370 reactions. Task: Predict the reaction yield, written as a fraction of the theoretical maximum amount of product (1.0 means a 100% yield; for example, 0.34 means a 34% yield). (1) The reactants are Ic1cccnc1.Cc1ccc(N)cc1.O=S(=O)(O[Pd]1c2ccccc2-c2ccccc2N~1)C(F)(F)F.COc1ccc(OC)c(P([C@]23C[C@H]4C[C@H](C[C@H](C4)C2)C3)[C@]23C[C@H]4C[C@H](C[C@H](C4)C2)C3)c1-c1c(C(C)C)cc(C(C)C)cc1C(C)C.CCN=P(N=P(N(C)C)(N(C)C)N(C)C)(N(C)C)N(C)C.Cc1cc(C)on1. No catalyst specified. The product is Cc1ccc(Nc2cccnc2)cc1. The yield is 0.703. (2) The reactants are CCc1ccc(Br)cc1.Cc1ccc(N)cc1.O=S(=O)(O[Pd]1c2ccccc2-c2ccccc2N~1)C(F)(F)F.CC(C)c1cc(C(C)C)c(-c2ccccc2P(C(C)(C)C)C(C)(C)C)c(C(C)C)c1.CN1CCCN2CCCN=C12.c1ccc2oncc2c1. No catalyst specified. The product is CCc1ccc(Nc2ccc(C)cc2)cc1. The yield is 0.626.